This data is from Full USPTO retrosynthesis dataset with 1.9M reactions from patents (1976-2016). The task is: Predict the reactants needed to synthesize the given product. Given the product [CH3:22][C:20]1([CH3:21])[N:2]([NH:1][CH2:25][C:26]#[N:27])[C:3](=[O:23])[C:4]2[S:9][C:8]3[CH:10]=[C:11]([O:14][C:15]([F:18])([F:17])[F:16])[CH:12]=[CH:13][C:7]=3[NH:6][C:5]=2[CH2:19]1, predict the reactants needed to synthesize it. The reactants are: [NH2:1][N:2]1[C:20]([CH3:22])([CH3:21])[CH2:19][C:5]2[NH:6][C:7]3[CH:13]=[CH:12][C:11]([O:14][C:15]([F:18])([F:17])[F:16])=[CH:10][C:8]=3[S:9][C:4]=2[C:3]1=[O:23].Br[CH2:25][C:26]#[N:27].O.